From a dataset of Forward reaction prediction with 1.9M reactions from USPTO patents (1976-2016). Predict the product of the given reaction. (1) Given the reactants Br[C:2]1[CH:7]=[CH:6][C:5]([CH:8]2[CH2:13][CH2:12][N:11]([C:14]([C:16]3[CH:17]=[CH:18][C:19]([CH3:27])=[C:20]([NH:22][S:23]([CH3:26])(=[O:25])=[O:24])[CH:21]=3)=[O:15])[CH2:10][CH2:9]2)=[CH:4][CH:3]=1.C([Sn](CCCC)(CCCC)[C:33]1[S:34][CH:35]=[CH:36][N:37]=1)CCC, predict the reaction product. The product is: [CH3:27][C:19]1[CH:18]=[CH:17][C:16]([C:14]([N:11]2[CH2:12][CH2:13][CH:8]([C:5]3[CH:6]=[CH:7][C:2]([C:33]4[S:34][CH:35]=[CH:36][N:37]=4)=[CH:3][CH:4]=3)[CH2:9][CH2:10]2)=[O:15])=[CH:21][C:20]=1[NH:22][S:23]([CH3:26])(=[O:25])=[O:24]. (2) Given the reactants F[C:2]1[CH:9]=[CH:8][C:5]([C:6]#[N:7])=[CH:4][C:3]=1[O:10][CH3:11].[Cl:12][C:13]1[CH:18]=[C:17]([Cl:19])[CH:16]=[CH:15][C:14]=1[OH:20].C(=O)([O-])[O-].[Cs+].[Cs+], predict the reaction product. The product is: [Cl:12][C:13]1[CH:18]=[C:17]([Cl:19])[CH:16]=[CH:15][C:14]=1[O:20][C:2]1[CH:9]=[CH:8][C:5]([C:6]#[N:7])=[CH:4][C:3]=1[O:10][CH3:11]. (3) Given the reactants [CH2:1]([N:3]([C:26]1[CH:27]=[N:28][CH:29]=[CH:30][CH:31]=1)[S:4]([C:7]1[CH:8]=[CH:9][C:10]([NH:13][NH:14][C:15](=S)[NH:16][C@@H:17]([C:19]2[CH:24]=[CH:23][CH:22]=[CH:21][CH:20]=2)[CH3:18])=[N:11][CH:12]=1)(=[O:6])=[O:5])[CH3:2].C(N(CC)CC)C.[I-].ClC1C=CC=C[N+]=1C, predict the reaction product. The product is: [CH2:1]([N:3]([C:26]1[CH:27]=[N:28][CH:29]=[CH:30][CH:31]=1)[S:4]([C:7]1[CH:8]=[CH:9][C:10]2[N:11]([C:15]([NH:16][C@@H:17]([C:19]3[CH:24]=[CH:23][CH:22]=[CH:21][CH:20]=3)[CH3:18])=[N:14][N:13]=2)[CH:12]=1)(=[O:6])=[O:5])[CH3:2]. (4) Given the reactants [Cl:1][C:2]1[C:7]([F:8])=[CH:6][CH:5]=[C:4]([Cl:9])[C:3]=1[CH:10]([O:12][C:13]1[C:14]([NH2:30])=[N:15][CH:16]=[C:17]([C:19]2[CH:20]=[N:21][N:22]([CH:24]3[CH2:29][CH2:28][NH:27][CH2:26][CH2:25]3)[CH:23]=2)[CH:18]=1)[CH3:11].[CH3:31][CH2:32]N(CC)CC.C(I)C, predict the reaction product. The product is: [Cl:1][C:2]1[C:7]([F:8])=[CH:6][CH:5]=[C:4]([Cl:9])[C:3]=1[CH:10]([O:12][C:13]1[C:14]([NH2:30])=[N:15][CH:16]=[C:17]([C:19]2[CH:20]=[N:21][N:22]([CH:24]3[CH2:29][CH2:28][N:27]([CH2:31][CH3:32])[CH2:26][CH2:25]3)[CH:23]=2)[CH:18]=1)[CH3:11]. (5) Given the reactants [Cl:1][C:2]1[N:7]=[C:6](S(C)(=O)=[O:9])[N:5]=[C:4]([C:12]2[C:20]3[C:15](=[N:16][CH:17]=[CH:18][CH:19]=3)[N:14](S(C3C=CC=CC=3)(=O)=O)[CH:13]=2)[CH:3]=1.[CH:30]1([NH2:37])[CH2:35][CH2:34][CH2:33][CH2:32][CH:31]1[NH2:36].C(N(CC)CC)C.[OH-:45].[Na+].Cl, predict the reaction product. The product is: [C:35]([O-:9])(=[O:45])[CH3:30].[NH4+:5].[Cl:1][C:2]1[CH:3]=[C:4]([C:12]2[C:20]3[C:15](=[N:16][CH:17]=[CH:18][CH:19]=3)[NH:14][CH:13]=2)[N:5]=[C:6]([NH:36][CH:31]2[CH2:32][CH2:33][CH2:34][CH2:35][CH:30]2[NH2:37])[N:7]=1. (6) Given the reactants [C:1]1([C:8]2[CH:13]=[CH:12][CH:11]=[CH:10][CH:9]=2)[CH:6]=[CH:5][C:4]([NH2:7])=[CH:3][CH:2]=1.C(N(CC)CC)C.[CH3:21][O:22][C:23]1[CH:31]=[CH:30][C:26]([C:27](Cl)=[O:28])=[CH:25][C:24]=1[N+:32]([O-:34])=[O:33].O, predict the reaction product. The product is: [C:1]1([C:8]2[CH:13]=[CH:12][CH:11]=[CH:10][CH:9]=2)[CH:2]=[CH:3][C:4]([NH:7][C:27](=[O:28])[C:26]2[CH:30]=[CH:31][C:23]([O:22][CH3:21])=[C:24]([N+:32]([O-:34])=[O:33])[CH:25]=2)=[CH:5][CH:6]=1. (7) Given the reactants [NH2:1][CH2:2][C:3]1[C:8]([CH2:9][CH3:10])=[N:7][C:6]2[N:11]([CH2:14][CH3:15])[N:12]=[CH:13][C:5]=2[C:4]=1[NH:16][CH:17]1[CH2:22][CH2:21][O:20][CH2:19][CH2:18]1.[CH3:23][C:24]1[N:29]=[C:28]([CH3:30])[C:27]([C:31](O)=[O:32])=[CH:26][N:25]=1.CCN(C(C)C)C(C)C, predict the reaction product. The product is: [CH2:14]([N:11]1[C:6]2=[N:7][C:8]([CH2:9][CH3:10])=[C:3]([CH2:2][NH:1][C:31]([C:27]3[C:28]([CH3:30])=[N:29][C:24]([CH3:23])=[N:25][CH:26]=3)=[O:32])[C:4]([NH:16][CH:17]3[CH2:18][CH2:19][O:20][CH2:21][CH2:22]3)=[C:5]2[CH:13]=[N:12]1)[CH3:15]. (8) The product is: [C:13]([N:11]1[C:10]2[CH:16]=[CH:17][CH:18]=[CH:19][C:9]=2[CH:8]=[CH:7][C:6]2[CH:20]=[C:2]([C:29]3[CH:34]=[N:33][C:32]([N:35]4[CH2:36][CH2:37][O:38][CH2:39][CH2:40]4)=[CH:31][CH:30]=3)[N:3]=[CH:4][C:5]=2[CH2:12]1)(=[O:15])[CH3:14]. Given the reactants Cl[C:2]1[N:3]=[CH:4][C:5]2[CH2:12][N:11]([C:13](=[O:15])[CH3:14])[C:10]3[CH:16]=[CH:17][CH:18]=[CH:19][C:9]=3[CH:8]=[CH:7][C:6]=2[CH:20]=1.CC1(C)C(C)(C)OB([C:29]2[CH:30]=[CH:31][C:32]([N:35]3[CH2:40][CH2:39][O:38][CH2:37][CH2:36]3)=[N:33][CH:34]=2)O1.C(N1C2C=CC=CC=2C=CC2N=C(C3C=NC(OC)=CC=3)C(F)=CC=2C1)(=O)C, predict the reaction product. (9) Given the reactants [Br:1][C:2]1[CH:3]=[N:4][CH:5]=[C:6]([CH2:8]SCC)[CH:7]=1.O[O:13][S:14]([O-:16])=O.[K+].[CH3:18][C:19](C)=O, predict the reaction product. The product is: [Br:1][C:2]1[CH:3]=[N:4][CH:5]=[C:6]([CH2:8][S:14]([CH2:18][CH3:19])(=[O:16])=[O:13])[CH:7]=1.